Dataset: Forward reaction prediction with 1.9M reactions from USPTO patents (1976-2016). Task: Predict the product of the given reaction. (1) Given the reactants [C:1]([O:5][C:6](=[O:28])[CH2:7][C@H:8]([C:18]1[O:22][N:21]=[C:20]([C:23](OCC)=[O:24])[N:19]=1)[CH2:9][CH2:10][CH2:11][CH:12]1[CH2:17][CH2:16][CH2:15][CH2:14][CH2:13]1)([CH3:4])([CH3:3])[CH3:2].[CH3:29][NH2:30], predict the reaction product. The product is: [CH:12]1([CH2:11][CH2:10][CH2:9][C@@H:8]([C:18]2[O:22][N:21]=[C:20]([C:23]([NH:30][CH3:29])=[O:24])[N:19]=2)[CH2:7][C:6]([O:5][C:1]([CH3:4])([CH3:3])[CH3:2])=[O:28])[CH2:17][CH2:16][CH2:15][CH2:14][CH2:13]1. (2) Given the reactants CC([O:4][C@@H:5]1[CH2:18][C:17]2[C@@:8]([CH3:29])([C@@H:9]3[C@@H:14]([CH2:15][CH:16]=2)[C@@H:13]2[CH2:19][CH:20]=[C:21]([C:22]4[CH:23]=[CH:24][CH:25]=[N:26][CH:27]=4)[C@@:12]2([CH3:28])[CH2:11][CH2:10]3)[CH2:7][CH2:6]1)=O.O.OC1O[C@H](CO)[C@@H](O[C@@H]2O[C@H](CO)[C@H](O)[C@H](O)[C@H]2O)[C@H](O)[C@H]1O.S([O-])(OCCCCCCCCCCCC)(=O)=O.[Na+].C([O-])(=O)CCCCCCCCCCCCCCCCC.[Mg+2].C([O-])(=O)CCCCCCCCCCCCCCCCC.[Si](=O)=O, predict the reaction product. The product is: [CH3:29][C@@:8]12[C@H:9]3[CH2:10][CH2:11][C@:12]4([CH3:28])[C:21]([C:22]5[CH:23]=[CH:24][CH:25]=[N:26][CH:27]=5)=[CH:20][CH2:19][C@H:13]4[C@@H:14]3[CH2:15][CH:16]=[C:17]1[CH2:18][C@@H:5]([OH:4])[CH2:6][CH2:7]2.